This data is from Reaction yield outcomes from USPTO patents with 853,638 reactions. The task is: Predict the reaction yield, written as a fraction of the theoretical maximum amount of product (1.0 means a 100% yield; for example, 0.34 means a 34% yield). (1) The reactants are C(OC(=O)C)(=O)C.[CH3:8][O:9][C:10]1[CH:18]=[CH:17][CH:16]=[C:12]([C:13]([OH:15])=O)[C:11]=1[C:19]([OH:21])=[O:20]. The catalyst is O1CCCC1. The product is [CH3:8][O:9][C:10]1[CH:18]=[CH:17][CH:16]=[C:12]2[C:13]([O:21][C:19](=[O:20])[C:11]=12)=[O:15]. The yield is 0.990. (2) The reactants are [F:1][C:2]([F:12])([F:11])[C:3]1[CH:9]=[C:8]([Br:10])[CH:7]=[CH:6][C:4]=1[NH2:5].[C:13](OC(=O)C)(=[O:15])[CH3:14]. The catalyst is O1CCCC1. The product is [Br:10][C:8]1[CH:7]=[CH:6][C:4]([NH:5][C:13](=[O:15])[CH3:14])=[C:3]([C:2]([F:1])([F:11])[F:12])[CH:9]=1. The yield is 0.900. (3) The reactants are [CH2:1]([C:3]1[N:4]([C:28]2[CH:33]=[CH:32][C:31]([O:34]C)=[CH:30][CH:29]=2)[C:5](=[O:27])[C:6]([CH2:12][C:13]2[CH:18]=[CH:17][C:16]([C:19]3[C:20]([C:25]#[N:26])=[CH:21][CH:22]=[CH:23][CH:24]=3)=[CH:15][CH:14]=2)=[C:7]([CH2:9][CH2:10][CH3:11])[N:8]=1)[CH3:2].B(Br)(Br)Br.C(OCC)(=O)C.O. The catalyst is ClCCl. The product is [CH2:1]([C:3]1[N:4]([C:28]2[CH:33]=[CH:32][C:31]([OH:34])=[CH:30][CH:29]=2)[C:5](=[O:27])[C:6]([CH2:12][C:13]2[CH:18]=[CH:17][C:16]([C:19]3[C:20]([C:25]#[N:26])=[CH:21][CH:22]=[CH:23][CH:24]=3)=[CH:15][CH:14]=2)=[C:7]([CH2:9][CH2:10][CH3:11])[N:8]=1)[CH3:2]. The yield is 0.870. (4) The reactants are [N:1]1[CH:6]=[CH:5][CH:4]=[CH:3][C:2]=1[C:7]1[C:12]2[N:13]=[CH:14][NH:15][C:11]=2[CH:10]=[CH:9][N:8]=1.NCCC1N=CNC=1.[OH-].[K+].C(C1C=CC=CN=1)=O. The catalyst is C(O)C. The product is [N:1]1[CH:6]=[CH:5][CH:4]=[CH:3][C:2]=1[CH:7]1[C:12]2[N:13]=[CH:14][NH:15][C:11]=2[CH2:10][CH2:9][NH:8]1. The yield is 0.200. (5) The reactants are F[C:2]1[CH:16]=[CH:15][C:5]2[C:6](=[O:14])[NH:7][C:8]3[C:13]([C:4]=2[CH:3]=1)=[CH:12][CH:11]=[CH:10][N:9]=3.CO[C:19]1[CH:20]=[C:21]([OH:25])[CH:22]=[CH:23][CH:24]=1.C(=O)([O-])[O-].[K+].[K+].[CH3:32][N:33](C=O)C. No catalyst specified. The product is [O:14]=[C:6]1[C:5]2[CH:15]=[CH:16][C:2]([O:25][C:21]3[CH:22]=[CH:23][C:24]([C:32]#[N:33])=[CH:19][CH:20]=3)=[CH:3][C:4]=2[C:13]2[C:8](=[N:9][CH:10]=[CH:11][CH:12]=2)[NH:7]1. The yield is 0.370. (6) The reactants are [F:1][C:2]1[C:7]([F:8])=[CH:6][CH:5]=[CH:4][C:3]=1[CH2:9][C:10](Cl)=[O:11].[Br:13][C:14]1[CH:15]=[C:16]2[CH:22]=[CH:21][NH:20][C:17]2=[N:18][CH:19]=1.[Al+3].[Cl-].[Cl-].[Cl-]. The catalyst is C(Cl)Cl. The product is [Br:13][C:14]1[CH:15]=[C:16]2[C:22]([C:10](=[O:11])[CH2:9][C:3]3[CH:4]=[CH:5][CH:6]=[C:7]([F:8])[C:2]=3[F:1])=[CH:21][NH:20][C:17]2=[N:18][CH:19]=1. The yield is 0.980. (7) The reactants are [CH3:1][O:2][C:3]1[CH:4]=[C:5]2[C:10](=[CH:11][C:12]=1[O:13][CH3:14])[N:9]=[CH:8][CH:7]=[C:6]2[O:15][C:16]1[C:22]([CH3:23])=[CH:21][C:19]([NH2:20])=[C:18]([CH3:24])[CH:17]=1.ClC(Cl)(O[C:29](=[O:35])OC(Cl)(Cl)Cl)Cl.[NH2:37][C:38]1[N:43]=[C:42]([CH3:44])[C:41]([Br:45])=[CH:40][CH:39]=1.C(=O)([O-])O.[Na+]. The catalyst is C(Cl)(Cl)Cl.C(N(CC)CC)C.ClCCl. The product is [Br:45][C:41]1[CH:40]=[CH:39][C:38]([NH:37][C:29]([NH:20][C:19]2[CH:21]=[C:22]([CH3:23])[C:16]([O:15][C:6]3[C:5]4[C:10](=[CH:11][C:12]([O:13][CH3:14])=[C:3]([O:2][CH3:1])[CH:4]=4)[N:9]=[CH:8][CH:7]=3)=[CH:17][C:18]=2[CH3:24])=[O:35])=[N:43][C:42]=1[CH3:44]. The yield is 0.480.